This data is from Full USPTO retrosynthesis dataset with 1.9M reactions from patents (1976-2016). The task is: Predict the reactants needed to synthesize the given product. Given the product [CH:16]1([N:7]2[CH2:8][C:9]([CH3:15])([CH3:14])[C:10](=[O:13])[N:11]([CH3:12])[C:5]3[CH:4]=[N:3][C:2]([NH:23][C:24]4[CH:32]=[CH:31][C:27]([C:28]([OH:30])=[O:29])=[CH:26][C:25]=4[O:33][CH3:34])=[N:22][C:6]2=3)[CH2:21][CH2:20][CH2:19][CH2:18][CH2:17]1, predict the reactants needed to synthesize it. The reactants are: Cl[C:2]1[N:3]=[CH:4][C:5]2[N:11]([CH3:12])[C:10](=[O:13])[C:9]([CH3:15])([CH3:14])[CH2:8][N:7]([CH:16]3[CH2:21][CH2:20][CH2:19][CH2:18][CH2:17]3)[C:6]=2[N:22]=1.[NH2:23][C:24]1[CH:32]=[CH:31][C:27]([C:28]([OH:30])=[O:29])=[CH:26][C:25]=1[O:33][CH3:34].